Dataset: Full USPTO retrosynthesis dataset with 1.9M reactions from patents (1976-2016). Task: Predict the reactants needed to synthesize the given product. (1) The reactants are: [F:1][C:2]1[CH:23]=[CH:22][C:5]([O:6][C:7]2[CH:21]=[CH:20][C:10]([O:11][CH:12]3[CH:17]4[CH2:18][CH2:19][N:14]([CH2:15][CH2:16]4)[CH2:13]3)=[CH:9][CH:8]=2)=[CH:4][CH:3]=1.[ClH:24].O1CCOCC1. Given the product [ClH:24].[F:1][C:2]1[CH:23]=[CH:22][C:5]([O:6][C:7]2[CH:21]=[CH:20][C:10]([O:11][CH:12]3[CH:17]4[CH2:18][CH2:19][N:14]([CH2:15][CH2:16]4)[CH2:13]3)=[CH:9][CH:8]=2)=[CH:4][CH:3]=1, predict the reactants needed to synthesize it. (2) The reactants are: [CH2:1]([OH:7])[C:2]1[O:6][CH:5]=[CH:4][CH:3]=1.[C:8]([N:11]1[C:20]2[C:15](=[CH:16][C:17]([NH:21][C:22]([CH2:24][C:25](O)=[O:26])=[O:23])=[CH:18][CH:19]=2)[C:14]([C:29]2[CH:34]=[CH:33][CH:32]=[CH:31][CH:30]=2)([CH3:28])[CH2:13][C:12]1([CH3:36])[CH3:35])(=[O:10])[CH3:9].CN(C(ON1N=NC2C=CC=NC1=2)=[N+](C)C)C.F[P-](F)(F)(F)(F)F.C(N(CC)C(C)C)(C)C. Given the product [C:8]([N:11]1[C:20]2[C:15](=[CH:16][C:17]([NH:21][C:22]([CH2:24][C:25]([O:7][CH2:1][C:2]3[O:6][CH:5]=[CH:4][CH:3]=3)=[O:26])=[O:23])=[CH:18][CH:19]=2)[C:14]([C:29]2[CH:30]=[CH:31][CH:32]=[CH:33][CH:34]=2)([CH3:28])[CH2:13][C:12]1([CH3:36])[CH3:35])(=[O:10])[CH3:9], predict the reactants needed to synthesize it.